Dataset: Human Reference Interactome with 51,813 positive PPI pairs across 8,248 proteins, plus equal number of experimentally-validated negative pairs. Task: Binary Classification. Given two protein amino acid sequences, predict whether they physically interact or not. Protein 1 (ENSG00000176244) has sequence MALQADFDRAAEDVRKLKARPDDGELKELYGLYKQAIVGDINIACPGMLDLKGKAKWEAWNLKKGLSTEDATSAYISKAKELIEKYGI*. Protein 2 (ENSG00000010361) has sequence MGEEGTGGTVHLLCLAASSGVPLFCRSSRGGAPARQQLPFSVIGSLNGVHMFGQNLEVQLSSARTENTTVVWKSFHDSITLIVLSSEVGISELRLERLLQMVFGAMVLLVGLEELTNIRNVERLKKDLRASYCLIDSFLGDSELIGDLTQCVDCVIPPEGSLLQEALSGFAEAAGTTFVSLVVSGRVVAATEGWWRLGTPEAVLLPWLVGSLPPQTARDYPVYLPHGSPTVPHRLLTLTLLPSLELCLLCGPSPPLSQLYPQLLERWWQPLLDPLRACLPLGPRALPSGFPLHTDILGLL.... Result: 0 (the proteins do not interact).